This data is from NCI-60 drug combinations with 297,098 pairs across 59 cell lines. The task is: Regression. Given two drug SMILES strings and cell line genomic features, predict the synergy score measuring deviation from expected non-interaction effect. (1) Drug 1: COC1=CC(=CC(=C1O)OC)C2C3C(COC3=O)C(C4=CC5=C(C=C24)OCO5)OC6C(C(C7C(O6)COC(O7)C8=CC=CS8)O)O. Drug 2: C1=CN(C(=O)N=C1N)C2C(C(C(O2)CO)O)O.Cl. Cell line: SK-MEL-2. Synergy scores: CSS=53.0, Synergy_ZIP=-4.31, Synergy_Bliss=0.0739, Synergy_Loewe=1.43, Synergy_HSA=4.53. (2) Drug 1: CC1C(C(CC(O1)OC2CC(CC3=C2C(=C4C(=C3O)C(=O)C5=C(C4=O)C(=CC=C5)OC)O)(C(=O)C)O)N)O.Cl. Drug 2: C1=NC2=C(N=C(N=C2N1C3C(C(C(O3)CO)O)O)F)N. Cell line: MDA-MB-231. Synergy scores: CSS=17.6, Synergy_ZIP=-3.34, Synergy_Bliss=-2.95, Synergy_Loewe=-8.35, Synergy_HSA=-2.59.